This data is from Forward reaction prediction with 1.9M reactions from USPTO patents (1976-2016). The task is: Predict the product of the given reaction. (1) Given the reactants [CH3:1][N:2]([CH3:27])[C:3]([C:5]1[N:6]([C:21]2[CH:26]=[CH:25][CH:24]=[CH:23][CH:22]=2)[C:7]2[C:12]([C:13](=[O:19])[C:14]=1[CH2:15][N:16]=[N+]=[N-])=[CH:11][CH:10]=[C:9]([Cl:20])[CH:8]=2)=[O:4], predict the reaction product. The product is: [ClH:20].[CH3:1][N:2]([CH3:27])[C:3]([C:5]1[N:6]([C:21]2[CH:26]=[CH:25][CH:24]=[CH:23][CH:22]=2)[C:7]2[C:12]([C:13](=[O:19])[C:14]=1[CH2:15][NH2:16])=[CH:11][CH:10]=[C:9]([Cl:20])[CH:8]=2)=[O:4]. (2) Given the reactants [I:1]Cl.[Cl:3][C:4]1[CH:9]=[C:8]([F:10])[C:7]([Si](C)(C)C)=[C:6]([O:15][CH3:16])[C:5]=1[F:17].S([O-])(O)=O.[Na+], predict the reaction product. The product is: [Cl:3][C:4]1[CH:9]=[C:8]([F:10])[C:7]([I:1])=[C:6]([O:15][CH3:16])[C:5]=1[F:17]. (3) The product is: [C:2]1(/[CH:12]=[CH:38]\[C:40]2[N:41]=[C:42]([CH:45]3[CH2:46][CH2:47][N:48]([C:51]([O:53][C:54]([CH3:57])([CH3:56])[CH3:55])=[O:52])[CH2:49][CH2:50]3)[S:43][CH:44]=2)[C:11]2[C:6](=[CH:7][CH:8]=[CH:9][CH:10]=2)[CH:5]=[CH:4][CH:3]=1. Given the reactants [Cl-].[C:2]1([CH2:12][P+](C2C=CC=CC=2)(C2C=CC=CC=2)C2C=CC=CC=2)[C:11]2[C:6](=[CH:7][CH:8]=[CH:9][CH:10]=2)[CH:5]=[CH:4][CH:3]=1.CC(C)([O-])C.[K+].[CH:38]([C:40]1[N:41]=[C:42]([CH:45]2[CH2:50][CH2:49][N:48]([C:51]([O:53][C:54]([CH3:57])([CH3:56])[CH3:55])=[O:52])[CH2:47][CH2:46]2)[S:43][CH:44]=1)=O.[Cl-].[NH4+], predict the reaction product. (4) Given the reactants [NH2:1][C:2]1[C:7]([F:8])=[CH:6][CH:5]=[CH:4][N:3]=1.N1C=CC=CC=1.[CH:15]1([S:18](Cl)(=[O:20])=[O:19])[CH2:17][CH2:16]1.C(OCC)C, predict the reaction product. The product is: [F:8][C:7]1[C:2]([NH:1][S:18]([CH:15]2[CH2:17][CH2:16]2)(=[O:20])=[O:19])=[N:3][CH:4]=[CH:5][CH:6]=1. (5) Given the reactants CS([O:5][CH2:6][C:7]1[C:8]([C:16]2[CH:21]=[CH:20][C:19]([CH2:22][CH3:23])=[CH:18][CH:17]=2)=[N:9][S:10][C:11]=1[C:12]([F:15])([F:14])[F:13])(=O)=O.O[C:25]1[C:34]2[C:29](=[CH:30][CH:31]=[CH:32][CH:33]=2)[C:28]([CH2:35][CH2:36][C:37]([O:39]CC)=[O:38])=[CH:27][CH:26]=1, predict the reaction product. The product is: [CH2:22]([C:19]1[CH:20]=[CH:21][C:16]([C:8]2[C:7]([CH2:6][O:5][C:25]3[C:34]4[C:29](=[CH:30][CH:31]=[CH:32][CH:33]=4)[C:28]([CH2:35][CH2:36][C:37]([OH:39])=[O:38])=[CH:27][CH:26]=3)=[C:11]([C:12]([F:15])([F:14])[F:13])[S:10][N:9]=2)=[CH:17][CH:18]=1)[CH3:23]. (6) The product is: [C:13]([O:17][C:18]([N:20]1[CH2:25][CH:24]2[CH2:26][CH:21]1[CH2:22][N:23]2[C:2]1[S:3][CH:4]=[CH:5][N:6]=1)=[O:19])([CH3:16])([CH3:14])[CH3:15]. Given the reactants Br[C:2]1[S:3][CH:4]=[CH:5][N:6]=1.CC(C)([O-])C.[Na+].[C:13]([O:17][C:18]([N:20]1[CH2:25][C@@H:24]2[CH2:26][C@H:21]1[CH2:22][NH:23]2)=[O:19])([CH3:16])([CH3:15])[CH3:14].C1(C2C=CC=CC=2)C=CC=CC=1, predict the reaction product. (7) Given the reactants [Cl:1][C:2]1[CH:23]=[CH:22][CH:21]=[C:20]([Cl:24])[C:3]=1[CH2:4][N:5]1[CH2:9][C:8](=[O:10])[N:7]([CH2:11][C:12]2[CH:17]=[CH:16][CH:15]=[CH:14][C:13]=2[CH3:18])[C:6]1=[O:19].[CH3:25][Mg]Br.[Cl-].[NH4+], predict the reaction product. The product is: [Cl:24][C:20]1[CH:21]=[CH:22][CH:23]=[C:2]([Cl:1])[C:3]=1[CH2:4][N:5]1[CH2:9][C:8]([OH:10])([CH3:25])[N:7]([CH2:11][C:12]2[CH:17]=[CH:16][CH:15]=[CH:14][C:13]=2[CH3:18])[C:6]1=[O:19].